The task is: Predict the reaction yield, written as a fraction of the theoretical maximum amount of product (1.0 means a 100% yield; for example, 0.34 means a 34% yield).. This data is from Reaction yield outcomes from USPTO patents with 853,638 reactions. The reactants are [C:1]([CH:9]1[CH2:13][N:12]([NH:14][C:15]([C:17]2[N:21]([C:22]3[CH:27]=[CH:26][C:25]([O:28][CH3:29])=[CH:24][CH:23]=3)[N:20]=[C:19](SC)[CH:18]=2)=[O:16])[CH2:11][CH2:10]1)(=[O:8])[C:2]1[CH:7]=[CH:6][CH:5]=[CH:4][CH:3]=1.O[O:33][S:34]([O-:36])=O.[K+].[CH3:38]O. The catalyst is O. The product is [C:1]([CH:9]1[CH2:13][N:12]([NH:14][C:15]([C:17]2[N:21]([C:22]3[CH:27]=[CH:26][C:25]([O:28][CH3:29])=[CH:24][CH:23]=3)[N:20]=[C:19]([S:34]([CH3:38])(=[O:36])=[O:33])[CH:18]=2)=[O:16])[CH2:11][CH2:10]1)(=[O:8])[C:2]1[CH:7]=[CH:6][CH:5]=[CH:4][CH:3]=1. The yield is 0.930.